The task is: Predict the product of the given reaction.. This data is from Forward reaction prediction with 1.9M reactions from USPTO patents (1976-2016). (1) Given the reactants [Cl:1][C:2]1[CH:7]=[C:6]([CH3:8])[N:5]=[C:4]([C:9]2[CH:10]=[N:11][CH:12]=[CH:13][CH:14]=2)[N:3]=1.[NH2:15][C:16]1[CH:17]=[C:18]([NH:23][C:24](=[O:36])[C:25]2[CH:30]=[CH:29][CH:28]=[C:27]([C:31]([C:34]#[N:35])([CH3:33])[CH3:32])[CH:26]=2)[CH:19]=[CH:20][C:21]=1[CH3:22].CCN(C(C)C)C(C)C, predict the reaction product. The product is: [ClH:1].[C:34]([C:31]([C:27]1[CH:26]=[C:25]([CH:30]=[CH:29][CH:28]=1)[C:24]([NH:23][C:18]1[CH:19]=[CH:20][C:21]([CH3:22])=[C:16]([NH:15][C:2]2[CH:7]=[C:6]([CH3:8])[N:5]=[C:4]([C:9]3[CH:10]=[N:11][CH:12]=[CH:13][CH:14]=3)[N:3]=2)[CH:17]=1)=[O:36])([CH3:32])[CH3:33])#[N:35]. (2) Given the reactants [F:1][C:2]([F:39])([F:38])[C:3]1[CH:4]=[C:5]([CH:31]=[C:32]([C:34]([F:37])([F:36])[F:35])[CH:33]=1)[CH2:6][N:7]([C:26]1[NH:30][N:29]=[N:28][N:27]=1)[CH:8]1[CH2:14][CH2:13][CH2:12][N:11]([C:15]([O:17][CH:18]([CH3:20])[CH3:19])=[O:16])[C:10]2[CH:21]=[C:22](Cl)[CH:23]=[CH:24][C:9]1=2.[CH:40](OC(N1C2C(=CC3CCCC=3C=2)C(NCC2C=C(C(F)(F)F)C=C(C(F)(F)F)C=2)CCC1)=O)([CH3:42])[CH3:41], predict the reaction product. The product is: [CH:18]([O:17][C:15]([N:11]1[C:10]2[C:9](=[CH:24][C:23]3[CH2:41][CH2:40][CH2:42][C:22]=3[CH:21]=2)[CH:8]([N:7]([CH2:6][C:5]2[CH:4]=[C:3]([C:2]([F:1])([F:39])[F:38])[CH:33]=[C:32]([C:34]([F:36])([F:37])[F:35])[CH:31]=2)[C:26]2[N:30]=[N:29][NH:28][N:27]=2)[CH2:14][CH2:13][CH2:12]1)=[O:16])([CH3:20])[CH3:19]. (3) Given the reactants [Cl:1][C:2]1[CH:45]=[CH:44][C:5]([CH2:6][C@@H:7]([NH:28][CH:29]2[CH2:34][CH2:33][CH:32]([N:35]3[CH2:43][C:42]4[C:37](=[CH:38][CH:39]=[CH:40][CH:41]=4)[CH2:36]3)[CH2:31][CH2:30]2)[C:8]([N:10]2[CH2:15][CH2:14][C:13]([CH:22]3[CH2:27][CH2:26][CH2:25][CH2:24][CH2:23]3)([CH2:16][N:17]3[CH:21]=[N:20][CH:19]=[N:18]3)[CH2:12][CH2:11]2)=[O:9])=[CH:4][CH:3]=1.Cl, predict the reaction product. The product is: [ClH:1].[Cl:1][C:2]1[CH:3]=[CH:4][C:5]([CH2:6][C@@H:7]([NH:28][CH:29]2[CH2:30][CH2:31][CH:32]([N:35]3[CH2:36][C:37]4[C:42](=[CH:41][CH:40]=[CH:39][CH:38]=4)[CH2:43]3)[CH2:33][CH2:34]2)[C:8]([N:10]2[CH2:15][CH2:14][C:13]([CH:22]3[CH2:27][CH2:26][CH2:25][CH2:24][CH2:23]3)([CH2:16][N:17]3[CH:21]=[N:20][CH:19]=[N:18]3)[CH2:12][CH2:11]2)=[O:9])=[CH:44][CH:45]=1. (4) Given the reactants [H-].[Na+].[N+:3]([C:6]1[CH:14]=[C:13]2[C:9]([CH:10]=[CH:11][NH:12]2)=[CH:8][CH:7]=1)([O-:5])=[O:4].[Cl:15][CH2:16][CH2:17][CH2:18]I, predict the reaction product. The product is: [Cl:15][CH2:16][CH2:17][CH2:18][N:12]1[C:13]2[C:9](=[CH:8][CH:7]=[C:6]([N+:3]([O-:5])=[O:4])[CH:14]=2)[CH:10]=[CH:11]1. (5) Given the reactants [Br:1][C:2]1[CH:7]=[CH:6][C:5]([OH:8])=[CH:4][CH:3]=1.[C:9]1(P([C:9]2[CH:14]=[CH:13][CH:12]=[CH:11][CH:10]=2)[C:9]2[CH:14]=[CH:13][CH:12]=[CH:11][CH:10]=2)[CH:14]=[CH:13][CH:12]=[CH:11][CH:10]=1.C1(O)CCCCC1.CC(OC(/N=N/C(OC(C)C)=O)=O)C, predict the reaction product. The product is: [Br:1][C:2]1[CH:7]=[CH:6][C:5]([O:8][CH:9]2[CH2:14][CH2:13][CH2:12][CH2:11][CH2:10]2)=[CH:4][CH:3]=1. (6) Given the reactants [CH3:1][C:2]1[O:6][N:5]=[C:4]([C:7]2[CH:12]=[CH:11][CH:10]=[CH:9][CH:8]=2)[C:3]=1[CH2:13][O:14][C:15]1[N:20]=[N:19][C:18]([NH2:21])=[CH:17][CH:16]=1.[C:22](Cl)(=[O:27])[C:23]([CH3:26])([CH3:25])[CH3:24], predict the reaction product. The product is: [CH3:24][C:23]([CH3:26])([CH3:25])[C:22]([NH:21][C:18]1[N:19]=[N:20][C:15]([O:14][CH2:13][C:3]2[C:4]([C:7]3[CH:8]=[CH:9][CH:10]=[CH:11][CH:12]=3)=[N:5][O:6][C:2]=2[CH3:1])=[CH:16][CH:17]=1)=[O:27]. (7) Given the reactants C(N(C(C)C)CC)(C)C.[CH3:10][O:11][CH2:12]Cl.O1CCCC1.[Br:19][C:20]1[CH:25]=[C:24]([F:26])[C:23]([OH:27])=[C:22]([F:28])[CH:21]=1, predict the reaction product. The product is: [Br:19][C:20]1[CH:25]=[C:24]([F:26])[C:23]([O:27][CH2:10][O:11][CH3:12])=[C:22]([F:28])[CH:21]=1. (8) Given the reactants [CH3:1][O:2][C:3]1[CH:4]=[C:5]([N:12]2[CH2:17][CH2:16][CH:15]([N:18]([CH3:20])[CH3:19])[CH2:14][CH2:13]2)[CH:6]=[CH:7][C:8]=1[N+:9]([O-:11])=[O:10].N1CC[C@H:23]([OH:26])[CH2:22]1, predict the reaction product. The product is: [CH3:1][O:2][C:3]1[CH:4]=[C:5]([N:12]2[CH2:17][CH2:16][CH:15]([N:18]3[CH2:19][CH2:22][C@H:23]([OH:26])[CH2:20]3)[CH2:14][CH2:13]2)[CH:6]=[CH:7][C:8]=1[N+:9]([O-:11])=[O:10]. (9) Given the reactants Br[C:2]1[CH:7]=[CH:6][C:5]([C:8]2[N:9]([CH2:14][C@@H:15]3[CH2:19][CH2:18][N:17]([C:20]([CH:22]4[CH2:24][CH2:23]4)=[O:21])[CH2:16]3)[C:10](=[O:13])[NH:11][N:12]=2)=[C:4]([F:25])[CH:3]=1.[F:26][C:27]1[CH:32]=[C:31]([F:33])[CH:30]=[CH:29][C:28]=1B(O)O.C([O-])([O-])=O.[K+].[K+].Cl, predict the reaction product. The product is: [CH:22]1([C:20]([N:17]2[CH2:18][CH2:19][C@@H:15]([CH2:14][N:9]3[C:8]([C:5]4[CH:6]=[CH:7][C:2]([C:30]5[CH:29]=[CH:28][C:27]([F:26])=[CH:32][C:31]=5[F:33])=[CH:3][C:4]=4[F:25])=[N:12][NH:11][C:10]3=[O:13])[CH2:16]2)=[O:21])[CH2:24][CH2:23]1. (10) The product is: [F:34][C:4]1[CH:3]=[C:2]([NH:1][C:87]([NH:86][C:84](=[O:85])[CH2:83][C:78]2[CH:79]=[CH:80][CH:81]=[CH:82][C:77]=2[O:76][CH3:75])=[S:88])[CH:33]=[CH:32][C:5]=1[O:6][C:7]1[CH:12]=[CH:11][N:10]=[C:9]2[CH:13]=[C:14]([C:16]3[CH:17]=[N:18][N:19]([CH2:21][CH2:22][N:23]([CH3:31])[C:24](=[O:30])[O:25][C:26]([CH3:27])([CH3:28])[CH3:29])[CH:20]=3)[S:15][C:8]=12. Given the reactants [NH2:1][C:2]1[CH:33]=[CH:32][C:5]([O:6][C:7]2[CH:12]=[CH:11][N:10]=[C:9]3[CH:13]=[C:14]([C:16]4[CH:17]=[N:18][N:19]([CH2:21][CH2:22][N:23]([CH3:31])[C:24](=[O:30])[O:25][C:26]([CH3:29])([CH3:28])[CH3:27])[CH:20]=4)[S:15][C:8]=23)=[C:4]([F:34])[CH:3]=1.FC1C=C(NC(NC(=O)CC2C=CC=CC=2)=S)C=CC=1OC1C=CN=C2C=C(C3C=CC(S(C)(=O)=O)=CC=3)SC=12.[CH3:75][O:76][C:77]1[CH:82]=[CH:81][CH:80]=[CH:79][C:78]=1[CH2:83][C:84]([N:86]=[C:87]=[S:88])=[O:85], predict the reaction product.